Dataset: Catalyst prediction with 721,799 reactions and 888 catalyst types from USPTO. Task: Predict which catalyst facilitates the given reaction. (1) Reactant: [C-:1]#[C-:2].[Na+].[Na+].CN(C)P(N(C)C)(N(C)C)=O.[F:16][C:17]1[CH:22]=[CH:21][C:20]([CH2:23][CH2:24][CH2:25]I)=[CH:19][CH:18]=1. Product: [F:16][C:17]1[CH:22]=[CH:21][C:20]([CH2:23][CH2:24][CH2:25][C:1]#[CH:2])=[CH:19][CH:18]=1. The catalyst class is: 9. (2) Reactant: [C:1]([O:5][C:6]([N:8]1[C:17]2[C:12](=[CH:13][CH:14]=[C:15]([CH2:18][CH2:19][O:20][C:21]3[CH:22]=[CH:23][C:24]4[C:28]([CH2:29][CH2:30][C:31]([O:33]CC)=[O:32])=[CH:27][S:26][C:25]=4[CH:36]=3)[N:16]=2)[CH2:11][CH2:10][CH2:9]1)=[O:7])([CH3:4])([CH3:3])[CH3:2].C1COCC1.[OH-].[Na+]. Product: [C:1]([O:5][C:6]([N:8]1[C:17]2[C:12](=[CH:13][CH:14]=[C:15]([CH2:18][CH2:19][O:20][C:21]3[CH:22]=[CH:23][C:24]4[C:28]([CH2:29][CH2:30][C:31]([OH:33])=[O:32])=[CH:27][S:26][C:25]=4[CH:36]=3)[N:16]=2)[CH2:11][CH2:10][CH2:9]1)=[O:7])([CH3:4])([CH3:2])[CH3:3]. The catalyst class is: 6. (3) Reactant: [CH:1]([O:4][C:5]([N:7]1[CH2:12][CH2:11][CH:10]([O:13][N:14]=[C:15]2[CH2:20][CH2:19][N:18]([C:21]3[N:26]=[C:25]([C:27]([F:30])([F:29])[F:28])[C:24]([C:31](O)=[O:32])=[CH:23][N:22]=3)[CH2:17][CH2:16]2)[CH2:9][CH2:8]1)=[O:6])([CH3:3])[CH3:2].CN.C1C=CC2N(O)N=[N:42][C:40]=2C=1.C(Cl)CCl. Product: [CH:1]([O:4][C:5]([N:7]1[CH2:8][CH2:9][CH:10]([O:13][N:14]=[C:15]2[CH2:16][CH2:17][N:18]([C:21]3[N:26]=[C:25]([C:27]([F:30])([F:28])[F:29])[C:24]([C:31](=[O:32])[NH:42][CH3:40])=[CH:23][N:22]=3)[CH2:19][CH2:20]2)[CH2:11][CH2:12]1)=[O:6])([CH3:2])[CH3:3]. The catalyst class is: 2. (4) Reactant: [CH3:1][O:2][C:3]1[CH:4]=[C:5]2[C:9](=[CH:10][CH:11]=1)[NH:8][N:7]=[C:6]2[C:12]([OH:14])=O.[CH3:15][NH:16][O:17][CH3:18].N1C=CC=CC=1.CCN=C=NCCCN(C)C.Cl. Product: [CH3:18][O:17][N:16]([CH3:15])[C:12]([C:6]1[C:5]2[C:9](=[CH:10][CH:11]=[C:3]([O:2][CH3:1])[CH:4]=2)[NH:8][N:7]=1)=[O:14]. The catalyst class is: 18. (5) Reactant: [CH3:1][C:2]1([CH3:10])[C:4]([CH3:6])([CH3:5])[CH:3]1[C:7]([OH:9])=O.CN(C(ON1N=NC2C=CC(=CC1=2)Cl)=[N+](C)C)C.F[P-](F)(F)(F)(F)F.C(N(C(C)C)C(C)C)C.C1C2C(COC([N:62]3[CH2:67][C@@H:66]([C:68](=[O:88])[N:69]([CH:85]4[CH2:87][CH2:86]4)[CH2:70][C:71]4[C:79]5[C:74](=[CH:75][CH:76]=[CH:77][CH:78]=5)[N:73]([CH2:80][CH2:81][CH2:82][O:83][CH3:84])[CH:72]=4)[CH2:65][C@@H:64]([NH2:89])[CH2:63]3)=O)C3C(=CC=CC=3)C=2C=CC=1. Product: [CH:85]1([N:69]([CH2:70][C:71]2[C:79]3[C:74](=[CH:75][CH:76]=[CH:77][CH:78]=3)[N:73]([CH2:80][CH2:81][CH2:82][O:83][CH3:84])[CH:72]=2)[C:68]([C@H:66]2[CH2:65][C@@H:64]([NH:89][C:7]([CH:3]3[C:4]([CH3:5])([CH3:6])[C:2]3([CH3:1])[CH3:10])=[O:9])[CH2:63][NH:62][CH2:67]2)=[O:88])[CH2:86][CH2:87]1. The catalyst class is: 2. (6) Reactant: [CH2:1]([N:3]=C=O)[CH3:2].[CH3:6][O:7][C:8](=[O:34])/[CH:9]=[CH:10]/[C:11]1[CH:12]=[C:13]2[C:30](=[CH:31][CH:32]=1)[O:29][C:16]1([CH2:21][CH2:20][N:19]([C:22](OC(C)(C)C)=[O:23])[CH2:18][CH2:17]1)[CH2:15][C:14]2=[O:33]. Product: [CH3:6][O:7][C:8](=[O:34])/[CH:9]=[CH:10]/[C:11]1[CH:12]=[C:13]2[C:30](=[CH:31][CH:32]=1)[O:29][C:16]1([CH2:17][CH2:18][N:19]([C:22](=[O:23])[NH:3][CH2:1][CH3:2])[CH2:20][CH2:21]1)[CH2:15][C:14]2=[O:33]. The catalyst class is: 2.